Dataset: Catalyst prediction with 721,799 reactions and 888 catalyst types from USPTO. Task: Predict which catalyst facilitates the given reaction. (1) Product: [C:19]([O:23][C:24]([N:26]1[CH2:31][CH2:30][CH:29]([O:32][C:33]2[CH:34]=[CH:35][C:36]([N:39]([CH2:3]/[C:4](/[CH3:14])=[CH:5]/[C:6]3[CH:11]=[CH:10][CH:9]=[C:8]([C:12]#[N:13])[CH:7]=3)[S:40]([CH2:43][CH3:44])(=[O:42])=[O:41])=[CH:37][CH:38]=2)[CH2:28][CH2:27]1)=[O:25])([CH3:22])([CH3:21])[CH3:20]. Reactant: C(=O)(OCC)O[CH2:3]/[C:4](/[CH3:14])=[CH:5]/[C:6]1[CH:11]=[CH:10][CH:9]=[C:8]([C:12]#[N:13])[CH:7]=1.[C:19]([O:23][C:24]([N:26]1[CH2:31][CH2:30][CH:29]([O:32][C:33]2[CH:38]=[CH:37][C:36]([NH:39][S:40]([CH2:43][CH3:44])(=[O:42])=[O:41])=[CH:35][CH:34]=2)[CH2:28][CH2:27]1)=[O:25])([CH3:22])([CH3:21])[CH3:20].C1(P(C2C=CC=CC=2)C2C=CC=CC=2)C=CC=CC=1. The catalyst class is: 7. (2) Reactant: Cl[C:2]1[C:11]2=[N:12][N:13](CC3C=CC(OC)=CC=3)[CH:14]=[C:10]2[C:9]2[CH:8]=[C:7]([O:24][CH3:25])[CH:6]=[CH:5][C:4]=2[N:3]=1.[F:26][C:27]1[CH:28]=[C:29]([CH:31]=[CH:32][C:33]=1[F:34])[NH2:30].Cl. Product: [F:26][C:27]1[CH:28]=[C:29]([NH:30][C:2]2[C:11]3=[N:12][NH:13][CH:14]=[C:10]3[C:9]3[CH:8]=[C:7]([O:24][CH3:25])[CH:6]=[CH:5][C:4]=3[N:3]=2)[CH:31]=[CH:32][C:33]=1[F:34]. The catalyst class is: 71. (3) Reactant: [CH:1]1([C:7]2([CH2:22][N:23]3[CH:27]=[N:26][CH:25]=[N:24]3)[CH2:13][CH:12]3[N:14](C(OC(C)(C)C)=O)[CH:9]([CH2:10][CH2:11]3)[CH2:8]2)[CH2:6][CH2:5][CH2:4][CH2:3][CH2:2]1. Product: [CH:1]1([C:7]2([CH2:22][N:23]3[CH:27]=[N:26][CH:25]=[N:24]3)[CH2:8][CH:9]3[NH:14][CH:12]([CH2:11][CH2:10]3)[CH2:13]2)[CH2:2][CH2:3][CH2:4][CH2:5][CH2:6]1. The catalyst class is: 89. (4) Reactant: [CH3:1][C:2]1[N:7]=[CH:6][C:5]([C:8]([O:10][CH3:11])=[O:9])=[CH:4][CH:3]=1.Br[CH2:13][C:14](=O)[CH3:15]. Product: [CH3:15][C:14]1[CH:1]=[C:2]2[N:7]([CH:13]=1)[CH:6]=[C:5]([C:8]([O:10][CH3:11])=[O:9])[CH:4]=[CH:3]2. The catalyst class is: 21. (5) Reactant: [Br:1][C:2]1[CH:3]=[C:4]([N+:9]([O-:11])=[O:10])[C:5]([OH:8])=[N:6][CH:7]=1.[CH3:12]N(C=O)C.C(=O)([O-])[O-].[K+].[K+].CI. Product: [Br:1][C:2]1[CH:3]=[C:4]([N+:9]([O-:11])=[O:10])[C:5](=[O:8])[N:6]([CH3:12])[CH:7]=1. The catalyst class is: 6. (6) Reactant: C([N:6]1[CH2:11][CH2:10][CH:9]([NH:12][CH2:13][CH3:14])[CH:8]([CH3:15])[CH2:7]1)(OCC)=O. Product: [CH2:13]([NH:12][CH:9]1[CH2:10][CH2:11][NH:6][CH2:7][CH:8]1[CH3:15])[CH3:14]. The catalyst class is: 74. (7) Reactant: C(=O)([O-])[O-].[K+].[K+].[CH2:7]1[NH:12][C:10](=[O:11])[NH:9][CH2:8]1.Br[CH2:14][C:15]1[CH:24]=[CH:23][C:18]([C:19]([O:21][CH3:22])=[O:20])=[CH:17][CH:16]=1.C(OC(C)C)(C)C. Product: [CH3:22][O:21][C:19]([C:18]1[CH:23]=[CH:24][C:15]([CH2:14][N:9]2[CH2:8][CH2:7][NH:12][C:10]2=[O:11])=[CH:16][CH:17]=1)=[O:20]. The catalyst class is: 639.